Predict the product of the given reaction. From a dataset of Forward reaction prediction with 1.9M reactions from USPTO patents (1976-2016). (1) Given the reactants [CH3:1][O:2][C:3](=[O:40])[CH2:4][C@H:5]1[C:9]2[CH:10]=[CH:11][C:12]([O:14][C@H:15]3[C:23]4[C:18](=[C:19]([O:25][C:26]5[CH:31]=[CH:30][C:29]([CH:32]=[CH:33][C:34]([OH:37])([CH3:36])[CH3:35])=[CH:28][C:27]=5[C:38]#[N:39])[CH:20]=[CH:21][C:22]=4[F:24])[CH2:17][CH2:16]3)=[CH:13][C:8]=2[O:7][CH2:6]1.C(N(CC)CC)C, predict the reaction product. The product is: [CH3:1][O:2][C:3](=[O:40])[CH2:4][C@H:5]1[C:9]2[CH:10]=[CH:11][C:12]([O:14][C@H:15]3[C:23]4[C:18](=[C:19]([O:25][C:26]5[CH:31]=[CH:30][C:29]([CH2:32][CH2:33][C:34]([OH:37])([CH3:35])[CH3:36])=[CH:28][C:27]=5[C:38]#[N:39])[CH:20]=[CH:21][C:22]=4[F:24])[CH2:17][CH2:16]3)=[CH:13][C:8]=2[O:7][CH2:6]1. (2) The product is: [C:1]([O:5][C:6](=[O:18])[NH:7][C@H:8]([CH2:11][C:12]1[CH:17]=[CH:16][CH:15]=[CH:14][CH:13]=1)[CH2:9][N:31]1[CH2:32][CH2:33][CH:28]([C:26](=[O:27])[C:23]2[CH:22]=[CH:21][C:20]([F:19])=[CH:25][CH:24]=2)[CH2:29][CH2:30]1)([CH3:4])([CH3:3])[CH3:2]. Given the reactants [C:1]([O:5][C:6](=[O:18])[NH:7][C@H:8]([CH2:11][C:12]1[CH:17]=[CH:16][CH:15]=[CH:14][CH:13]=1)[CH:9]=O)([CH3:4])([CH3:3])[CH3:2].[F:19][C:20]1[CH:25]=[CH:24][C:23]([C:26]([CH:28]2[CH2:33][CH2:32][NH:31][CH2:30][CH2:29]2)=[O:27])=[CH:22][CH:21]=1.C(O[BH-](OC(=O)C)OC(=O)C)(=O)C.[Na+], predict the reaction product. (3) Given the reactants C(=O)([O-])[O-].[Na+].[Na+].[CH2:7]([CH2:10]OC)OC.Br[C:14]1[CH:15]=[CH:16][C:17]2[N:18]([N:20]=[C:21]([C:34]3[CH:39]=[CH:38][CH:37]=[CH:36][CH:35]=3)[C:22]=2[CH2:23][C:24]2[N:29]=[C:28]([C:30]([O:32][CH3:33])=[O:31])[CH:27]=[CH:26][CH:25]=2)[CH:19]=1, predict the reaction product. The product is: [C:34]1([C:21]2[C:22]([CH2:23][C:24]3[N:29]=[C:28]([C:30]([O:32][CH3:33])=[O:31])[CH:27]=[CH:26][CH:25]=3)=[C:17]3[CH:16]=[CH:15][C:14]([CH:7]=[CH2:10])=[CH:19][N:18]3[N:20]=2)[CH:39]=[CH:38][CH:37]=[CH:36][CH:35]=1.